Dataset: M1 muscarinic receptor agonist screen with 61,833 compounds. Task: Binary Classification. Given a drug SMILES string, predict its activity (active/inactive) in a high-throughput screening assay against a specified biological target. (1) The molecule is S(=O)(=O)(Nc1c(cccc1)C(OCC)=O)c1c(F)cccc1. The result is 0 (inactive). (2) The compound is O=C(Nc1cc(NC(=O)c2cccnc2)ccc1)CC. The result is 0 (inactive).